Task: Predict which catalyst facilitates the given reaction.. Dataset: Catalyst prediction with 721,799 reactions and 888 catalyst types from USPTO Reactant: [CH3:1][O:2][C:3](=[C:9]1[CH2:14][CH2:13][N:12]([S:15]([C:18]2[CH:23]=[CH:22][C:21]([O:24][C:25]([F:28])([F:27])[F:26])=[CH:20][CH:19]=2)(=[O:17])=[O:16])[CH2:11][CH2:10]1)[C:4]([O:6]CC)=[O:5].[OH-].[Na+]. Product: [CH3:1][O:2][C:3](=[C:9]1[CH2:14][CH2:13][N:12]([S:15]([C:18]2[CH:23]=[CH:22][C:21]([O:24][C:25]([F:28])([F:26])[F:27])=[CH:20][CH:19]=2)(=[O:16])=[O:17])[CH2:11][CH2:10]1)[C:4]([OH:6])=[O:5]. The catalyst class is: 8.